From a dataset of Full USPTO retrosynthesis dataset with 1.9M reactions from patents (1976-2016). Predict the reactants needed to synthesize the given product. Given the product [CH3:15][C:11]1[CH:12]=[CH:4][C:3]2[C:2](=[N:9][CH:8]=[CH:7][CH:6]=2)[N:1]=1, predict the reactants needed to synthesize it. The reactants are: [NH2:1][C:2]1[N:9]=[CH:8][CH:7]=[CH:6][C:3]=1[CH:4]=O.N1CC[CH2:15][C@H:11]1[C:12](O)=O.CC(C)=O.